From a dataset of NCI-60 drug combinations with 297,098 pairs across 59 cell lines. Regression. Given two drug SMILES strings and cell line genomic features, predict the synergy score measuring deviation from expected non-interaction effect. (1) Drug 1: CCN(CC)CCNC(=O)C1=C(NC(=C1C)C=C2C3=C(C=CC(=C3)F)NC2=O)C. Drug 2: CC1C(C(CC(O1)OC2CC(OC(C2O)C)OC3=CC4=CC5=C(C(=O)C(C(C5)C(C(=O)C(C(C)O)O)OC)OC6CC(C(C(O6)C)O)OC7CC(C(C(O7)C)O)OC8CC(C(C(O8)C)O)(C)O)C(=C4C(=C3C)O)O)O)O. Cell line: IGROV1. Synergy scores: CSS=10.2, Synergy_ZIP=0.387, Synergy_Bliss=-0.181, Synergy_Loewe=-19.1, Synergy_HSA=-0.445. (2) Drug 1: C1=NC2=C(N=C(N=C2N1C3C(C(C(O3)CO)O)F)Cl)N. Drug 2: CC1C(C(CC(O1)OC2CC(CC3=C2C(=C4C(=C3O)C(=O)C5=C(C4=O)C(=CC=C5)OC)O)(C(=O)CO)O)N)O.Cl. Cell line: U251. Synergy scores: CSS=42.6, Synergy_ZIP=0.0899, Synergy_Bliss=1.20, Synergy_Loewe=-6.74, Synergy_HSA=2.74. (3) Drug 2: C1CNP(=O)(OC1)N(CCCl)CCCl. Synergy scores: CSS=67.7, Synergy_ZIP=-1.09, Synergy_Bliss=-1.32, Synergy_Loewe=-30.7, Synergy_HSA=-1.18. Drug 1: C1CC(C1)(C(=O)O)C(=O)O.[NH2-].[NH2-].[Pt+2]. Cell line: CCRF-CEM.